Dataset: Forward reaction prediction with 1.9M reactions from USPTO patents (1976-2016). Task: Predict the product of the given reaction. (1) Given the reactants [Br:1][C:2]1[CH:3]=[C:4]2[C:8](=[CH:9][CH:10]=1)[NH:7][CH:6]1[C:11](=O)[CH2:12][CH2:13][CH2:14][CH2:15][CH:5]21.Cl.[NH2:18]O.C([O-])(=O)C.[Na+].[H-].[H-].[H-].[H-].[Li+].[Al+3], predict the reaction product. The product is: [Br:1][C:2]1[CH:3]=[C:4]2[C:8](=[CH:9][CH:10]=1)[NH:7][CH:6]1[CH:11]([NH2:18])[CH2:12][CH2:13][CH2:14][CH2:15][CH:5]21. (2) Given the reactants [N+:1]([C:4]1[CH:5]=[C:6]([CH:9]=[CH:10][CH:11]=1)[CH:7]=O)([O-:3])=[O:2].[CH2:12]([O:14][C:15](=[O:36])[CH:16]=P(C1C=CC=CC=1)(C1C=CC=CC=1)C1C=CC=CC=1)[CH3:13], predict the reaction product. The product is: [CH2:12]([O:14][C:15](=[O:36])[CH:16]=[CH:7][C:6]1[CH:9]=[CH:10][CH:11]=[C:4]([N+:1]([O-:3])=[O:2])[CH:5]=1)[CH3:13]. (3) Given the reactants [C:1]([O:5][C:6]([C:8]1[C:16]2[C:11](=[CH:12][CH:13]=[CH:14][CH:15]=2)[N:10]([CH2:17][CH:18]([O:35]C(=O)C)[CH2:19][O:20][C:21]2[CH:26]=[CH:25][C:24]([CH2:27][CH2:28][CH2:29][CH2:30][CH2:31][CH2:32][CH2:33][CH3:34])=[CH:23][CH:22]=2)[CH:9]=1)=[O:7])([CH3:4])([CH3:3])[CH3:2].C[O-].[Na+], predict the reaction product. The product is: [C:1]([O:5][C:6]([C:8]1[C:16]2[C:11](=[CH:12][CH:13]=[CH:14][CH:15]=2)[N:10]([CH2:17][CH:18]([OH:35])[CH2:19][O:20][C:21]2[CH:22]=[CH:23][C:24]([CH2:27][CH2:28][CH2:29][CH2:30][CH2:31][CH2:32][CH2:33][CH3:34])=[CH:25][CH:26]=2)[CH:9]=1)=[O:7])([CH3:4])([CH3:3])[CH3:2]. (4) Given the reactants Br[C:2]1[CH:3]=[C:4]2[C:8](=[N:9][CH:10]=1)[NH:7][CH:6]=[CH:5]2.[CH3:11][O:12][Na], predict the reaction product. The product is: [CH3:11][O:12][C:2]1[CH:3]=[C:4]2[CH:5]=[CH:6][NH:7][C:8]2=[N:9][CH:10]=1.